From a dataset of Catalyst prediction with 721,799 reactions and 888 catalyst types from USPTO. Predict which catalyst facilitates the given reaction. (1) Reactant: [Br:1]Br.[CH2:3]([C:10]1[N:15]([CH3:16])[C:14](=[O:17])[CH:13]=[CH:12][N:11]=1)[C:4]1[CH:9]=[CH:8][CH:7]=[CH:6][CH:5]=1.C([O-])(O)=O.[Na+]. Product: [CH2:3]([C:10]1[N:15]([CH3:16])[C:14](=[O:17])[C:13]([Br:1])=[CH:12][N:11]=1)[C:4]1[CH:5]=[CH:6][CH:7]=[CH:8][CH:9]=1. The catalyst class is: 22. (2) Reactant: P12(SP3(SP(SP(S3)(S1)=S)(=S)S2)=S)=[S:2].[Cl:15][C:16]1[CH:37]=[CH:36][C:19]2[O:20][C:21]3[CH:35]=[CH:34][CH:33]=[CH:32][C:22]=3[C@@H:23]3[C@H:28]([NH:29][CH:30]=O)[CH2:27][CH2:26][CH2:25][N:24]3[C:18]=2[CH:17]=1. Product: [Cl:15][C:16]1[CH:37]=[CH:36][C:19]2[O:20][C:21]3[CH:35]=[CH:34][CH:33]=[CH:32][C:22]=3[C@@H:23]3[C@H:28]([NH:29][CH:30]=[S:2])[CH2:27][CH2:26][CH2:25][N:24]3[C:18]=2[CH:17]=1. The catalyst class is: 12. (3) Reactant: [CH3:1][NH:2][CH2:3][C@H:4]([OH:12])[C:5]1[CH:6]=[CH:7][CH:8]=[C:9]([OH:11])[CH:10]=1.Cl. Product: [CH3:1][NH:2][CH2:3][C@H:4]([OH:12])[C:5]1[CH:6]=[CH:7][CH:8]=[C:9]([OH:11])[CH:10]=1. The catalyst class is: 86. (4) Reactant: [Cl:1][C:2]1[S:6][C:5]([C:7]2[O:11][N:10]=[C:9]([CH2:12][N:13]3[C:17]([C:18]([OH:20])=[O:19])=[CH:16][C:15]([CH2:21][OH:22])=[N:14]3)[CH:8]=2)=[CH:4][CH:3]=1.Br[CH2:24][CH2:25][O:26][CH3:27].Cl. Product: [Cl:1][C:2]1[S:6][C:5]([C:7]2[O:11][N:10]=[C:9]([CH2:12][N:13]3[C:17]([C:18]([OH:20])=[O:19])=[CH:16][C:15]([CH2:21][O:22][CH2:24][CH2:25][O:26][CH3:27])=[N:14]3)[CH:8]=2)=[CH:4][CH:3]=1. The catalyst class is: 3. (5) Reactant: [CH:1]([O:4][C:5]1[CH:10]=[CH:9][C:8]([C:11]2[CH:12]=[C:13]3[C:17](=[CH:18][CH:19]=2)[N:16]([C:20]2[CH:29]=[CH:28][C:27]4[C:22](=[CH:23][CH:24]=[CH:25][CH:26]=4)[CH:21]=2)[C:15]([C:30]([OH:32])=[O:31])=[CH:14]3)=[CH:7][CH:6]=1)([CH3:3])[CH3:2].C[O-].[Na+:35]. Product: [CH:1]([O:4][C:5]1[CH:6]=[CH:7][C:8]([C:11]2[CH:12]=[C:13]3[C:17](=[CH:18][CH:19]=2)[N:16]([C:20]2[CH:29]=[CH:28][C:27]4[C:22](=[CH:23][CH:24]=[CH:25][CH:26]=4)[CH:21]=2)[C:15]([C:30]([O-:32])=[O:31])=[CH:14]3)=[CH:9][CH:10]=1)([CH3:3])[CH3:2].[Na+:35]. The catalyst class is: 1. (6) Reactant: C([O:3][C:4](=[O:13])[C:5]([C:7]1[S:8][C:9]([Br:12])=[CH:10][CH:11]=1)=[O:6])C.[OH-].[Na+]. Product: [Br:12][C:9]1[S:8][C:7]([C:5](=[O:6])[C:4]([OH:13])=[O:3])=[CH:11][CH:10]=1. The catalyst class is: 87. (7) Reactant: Br[C:2]1[CH:3]=[N:4][N:5]2[CH:10]=[CH:9][C:8]([C:11]([N:13]([C:15]3[CH:20]=[CH:19][C:18]([C:21]#[N:22])=[CH:17][CH:16]=3)[CH3:14])=[O:12])=[CH:7][C:6]=12.[F:23][C:24]1[C:25]([NH2:39])=[N:26][CH:27]=[C:28](B2OC(C)(C)C(C)(C)O2)[CH:29]=1.C([O-])([O-])=O.[Na+].[Na+]. Product: [NH2:39][C:25]1[N:26]=[CH:27][C:28]([C:2]2[CH:3]=[N:4][N:5]3[CH:10]=[CH:9][C:8]([C:11]([N:13]([C:15]4[CH:20]=[CH:19][C:18]([C:21]#[N:22])=[CH:17][CH:16]=4)[CH3:14])=[O:12])=[CH:7][C:6]=23)=[CH:29][C:24]=1[F:23]. The catalyst class is: 755.